Dataset: Forward reaction prediction with 1.9M reactions from USPTO patents (1976-2016). Task: Predict the product of the given reaction. (1) Given the reactants [F:1][C:2]1[CH:26]=[CH:25][CH:24]=[CH:23][C:3]=1[CH2:4][N:5]1[C:9]2=[N:10][CH:11]=[CH:12][CH:13]=[C:8]2[C:7]([O:14]CC2C=CC=CC=2F)=[N:6]1.Br.O.C([O-])(O)=O.[Na+], predict the reaction product. The product is: [F:1][C:2]1[CH:26]=[CH:25][CH:24]=[CH:23][C:3]=1[CH2:4][N:5]1[C:9]2=[N:10][CH:11]=[CH:12][CH:13]=[C:8]2[C:7]([OH:14])=[N:6]1. (2) Given the reactants Br[C:2]1[CH:3]=[C:4]([CH3:10])[CH:5]=[CH:6][C:7]=1[O:8][CH3:9].[Br:11][C:12]1[CH:13]=[C:14]2[C:18](=[CH:19][CH:20]=1)[NH:17][C:16](=[O:21])[C:15]2=[O:22], predict the reaction product. The product is: [Br:11][C:12]1[CH:13]=[C:14]2[C:18](=[CH:19][CH:20]=1)[NH:17][C:16](=[O:21])[C:15]2([OH:22])[C:2]1[CH:3]=[C:4]([CH3:10])[CH:5]=[CH:6][C:7]=1[O:8][CH3:9].